Predict the reaction yield, written as a fraction of the theoretical maximum amount of product (1.0 means a 100% yield; for example, 0.34 means a 34% yield). From a dataset of Reaction yield outcomes from USPTO patents with 853,638 reactions. (1) The reactants are [O:1]=[C:2]([C:14]1[CH:19]=[CH:18][CH:17]=[CH:16][CH:15]=1)[C:3]([O:5][C@@H:6]1[CH:11]2[CH2:12][CH2:13][N:8]([CH2:9][CH2:10]2)[CH2:7]1)=[O:4].C1COCC1.C[Si]([N:29]([Si](C)(C)C)[C:30]1[CH:31]=[C:32]([Mg]Cl)[CH:33]=[CH:34][CH:35]=1)(C)C.[C:42](O[C:42]([O:44][C:45]([CH3:48])([CH3:47])[CH3:46])=[O:43])([O:44][C:45]([CH3:48])([CH3:47])[CH3:46])=[O:43].C(N(C(C)C)C(C)C)C. The catalyst is C(Cl)Cl.CN(C1C=CN=CC=1)C. The product is [C:45]([O:44][C:42]([NH:29][C:30]1[CH:31]=[C:32]([C:2]([OH:1])([C:14]2[CH:19]=[CH:18][CH:17]=[CH:16][CH:15]=2)[C:3]([O:5][C@@H:6]2[CH:11]3[CH2:10][CH2:9][N:8]([CH2:13][CH2:12]3)[CH2:7]2)=[O:4])[CH:33]=[CH:34][CH:35]=1)=[O:43])([CH3:48])([CH3:47])[CH3:46]. The yield is 0.346. (2) The reactants are [F:1][C:2]1[CH:7]=[CH:6][C:5](/[CH:8]=[C:9]2/[C:10](=[O:16])[N:11]=[C:12](SC)[S:13]/2)=[C:4]([OH:17])[CH:3]=1.Cl.Cl.[NH:20]1[CH2:24][CH2:23][C:22](=O)[NH:21]1.C(N(C(C)C)CC)(C)C. The catalyst is C(O)C. The product is [F:1][C:2]1[CH:7]=[CH:6][C:5](/[CH:8]=[C:9]2/[C:10](=[O:16])[N:11]=[C:12]([N:20]3[CH2:24][CH2:23][CH2:22][NH:21]3)[S:13]/2)=[C:4]([OH:17])[CH:3]=1. The yield is 0.500.